From a dataset of Full USPTO retrosynthesis dataset with 1.9M reactions from patents (1976-2016). Predict the reactants needed to synthesize the given product. (1) Given the product [CH3:29][O:30][C:31](=[O:35])[CH2:32][CH2:33][NH:34][C:6](=[O:7])[CH:5]([O:4][C:3]1[CH:10]=[C:11]([N:15]2[C:20](=[O:21])[CH:19]=[C:18]([C:22]([F:23])([F:25])[F:24])[N:17]([CH3:26])[C:16]2=[O:27])[C:12]([F:14])=[CH:13][C:2]=1[Cl:1])[CH3:9], predict the reactants needed to synthesize it. The reactants are: [Cl:1][C:2]1[CH:13]=[C:12]([F:14])[C:11]([N:15]2[C:20](=[O:21])[CH:19]=[C:18]([C:22]([F:25])([F:24])[F:23])[N:17]([CH3:26])[C:16]2=[O:27])=[CH:10][C:3]=1[O:4][CH:5]([CH3:9])[C:6](O)=[O:7].Cl.[CH3:29][O:30][C:31](=[O:35])[CH2:32][CH2:33][NH2:34].CN1CCOCC1.F[B-](F)(F)F.N1(OC(N(C)C)=[N+](C)C)C2C=CC=CC=2N=N1. (2) Given the product [Br:33][CH2:2][C:3]1[CH:4]=[C:5]([CH:10]=[CH:11][CH:12]=1)[C:6]([O:8][CH3:9])=[O:7], predict the reactants needed to synthesize it. The reactants are: O[CH2:2][C:3]1[CH:4]=[C:5]([CH:10]=[CH:11][CH:12]=1)[C:6]([O:8][CH3:9])=[O:7].C1(P(C2C=CC=CC=2)C2C=CC=CC=2)C=CC=CC=1.C(Br)(Br)(Br)[Br:33]. (3) Given the product [F:1][C:2]1[CH:7]=[CH:6][C:5]([C:8]([CH3:13])([CH3:9])[C:21]#[N:18])=[CH:4][C:3]=1[O:11][CH3:12], predict the reactants needed to synthesize it. The reactants are: [F:1][C:2]1[CH:7]=[CH:6][C:5]([CH2:8][C:9]#N)=[CH:4][C:3]=1[O:11][CH3:12].[CH3:13]I.[H-].[Na+].C[N:18]([CH3:21])C=O. (4) The reactants are: [NH2:1][CH2:2][CH:3]1[O:7][C:6]2[CH:8]=[CH:9][C:10]([CH2:12][CH:13]([N:15]([CH2:22][CH3:23])[C:16](=[O:21])[C:17]([F:20])([F:19])[F:18])[CH3:14])=[CH:11][C:5]=2[O:4]1.[C:24]1(=[O:30])[O:29][C:27](=[O:28])[CH2:26][CH2:25]1.C(N(CC)CC)C. Given the product [CH2:22]([N:15]([C:16](=[O:21])[C:17]([F:18])([F:20])[F:19])[CH:13]([CH3:14])[CH2:12][C:10]1[CH:9]=[CH:8][C:6]2[O:7][CH:3]([CH2:2][NH:1][C:24](=[O:30])[CH2:25][CH2:26][C:27]([OH:29])=[O:28])[O:4][C:5]=2[CH:11]=1)[CH3:23], predict the reactants needed to synthesize it. (5) Given the product [NH2:32][C:31]1[CH:33]=[CH:34][C:28]([C:2]2[S:6][C:5]([C:7]3([O:11][CH2:12][C:13]([O:15][CH3:16])=[O:14])[CH2:8][CH2:9][CH2:10]3)=[N:4][CH:3]=2)=[CH:29][CH:30]=1, predict the reactants needed to synthesize it. The reactants are: I[C:2]1[S:6][C:5]([C:7]2([O:11][CH2:12][C:13]([O:15][CH2:16]C)=[O:14])[CH2:10][CH2:9][CH2:8]2)=[N:4][CH:3]=1.[F-].[Cs+].CC1(C)C(C)(C)OB([C:28]2[CH:34]=[CH:33][C:31]([NH2:32])=[CH:30][CH:29]=2)O1.C(COC)OC. (6) Given the product [Br:1][C:2]1[CH:3]=[N:4][C:5]2[N:6]([N:8]=[C:9]([C:11]([N:16]3[CH2:17][CH2:18][C:19]4[C:24](=[CH:23][C:22]([C:25]5[O:26][C:27]([CH3:30])=[CH:28][CH:29]=5)=[CH:21][CH:20]=4)[CH:15]3[CH3:14])=[O:13])[CH:10]=2)[CH:7]=1, predict the reactants needed to synthesize it. The reactants are: [Br:1][C:2]1[CH:3]=[N:4][C:5]2[N:6]([N:8]=[C:9]([C:11]([OH:13])=O)[CH:10]=2)[CH:7]=1.[CH3:14][CH:15]1[C:24]2[C:19](=[CH:20][CH:21]=[C:22]([C:25]3[O:26][C:27]([CH3:30])=[CH:28][CH:29]=3)[CH:23]=2)[CH2:18][CH2:17][NH:16]1.